From a dataset of Full USPTO retrosynthesis dataset with 1.9M reactions from patents (1976-2016). Predict the reactants needed to synthesize the given product. The reactants are: [BH4-].[Li+].[Cl:3][C:4]1[CH:5]=[CH:6][C:7]([C:26](OC)=[O:27])=[C:8]2[C:12]=1[N:11]=[C:10]1[N:13]([C:17]3[C:22]([CH3:23])=[CH:21][C:20]([Cl:24])=[CH:19][C:18]=3[Cl:25])[CH2:14][CH2:15][CH2:16][N:9]21. Given the product [Cl:3][C:4]1[C:12]2[N:11]=[C:10]3[N:13]([C:17]4[C:22]([CH3:23])=[CH:21][C:20]([Cl:24])=[CH:19][C:18]=4[Cl:25])[CH2:14][CH2:15][CH2:16][N:9]3[C:8]=2[C:7]([CH2:26][OH:27])=[CH:6][CH:5]=1, predict the reactants needed to synthesize it.